From a dataset of Full USPTO retrosynthesis dataset with 1.9M reactions from patents (1976-2016). Predict the reactants needed to synthesize the given product. The reactants are: P([O-])([O-])([O-])=O.[K+].[K+].[K+].Cl[C:10]1[CH:11]=[CH:12][C:13]2[N:19]3[CH2:20][C@H:16]([CH2:17][CH2:18]3)[N:15]([C:21]([NH:23][C:24]3[CH:29]=[N:28][CH:27]=[CH:26][N:25]=3)=[O:22])[C:14]=2[N:30]=1.[F:31][CH:32]([F:47])[N:33]1[CH:37]=[C:36](B2OC(C)(C)C(C)(C)O2)[CH:35]=[N:34]1.CC(C1C=C(C(C)C)C(C2C=CC=CC=2P(C2CCCCC2)C2CCCCC2)=C(C(C)C)C=1)C. Given the product [F:31][CH:32]([F:47])[N:33]1[CH:37]=[C:36]([C:10]2[CH:11]=[CH:12][C:13]3[N:19]4[CH2:20][C@H:16]([CH2:17][CH2:18]4)[N:15]([C:21]([NH:23][C:24]4[CH:29]=[N:28][CH:27]=[CH:26][N:25]=4)=[O:22])[C:14]=3[N:30]=2)[CH:35]=[N:34]1, predict the reactants needed to synthesize it.